This data is from Forward reaction prediction with 1.9M reactions from USPTO patents (1976-2016). The task is: Predict the product of the given reaction. The product is: [CH3:1][O:2][C:3]1[CH:4]=[C:5]2[C:10](=[CH:11][C:12]=1[O:13][CH3:14])[N:9]=[CH:8][N:7]=[C:6]2[O:15][C:16]1[CH:22]=[CH:21][C:19]([NH:20][C:41](=[O:47])[O:40][CH2:38][CH2:59][CH2:58][S:57][C:51]2[CH:52]=[C:53]([CH3:56])[CH:54]=[CH:55][C:50]=2[CH3:49])=[CH:18][CH:17]=1. Given the reactants [CH3:1][O:2][C:3]1[CH:4]=[C:5]2[C:10](=[CH:11][C:12]=1[O:13][CH3:14])[N:9]=[CH:8][N:7]=[C:6]2[O:15][C:16]1[CH:22]=[CH:21][C:19]([NH2:20])=[CH:18][CH:17]=1.C1(C)C=CC=CC=1.C(N(CC)CC)C.Cl[C:38](Cl)([O:40][C:41](=[O:47])OC(Cl)(Cl)Cl)Cl.[CH3:49][C:50]1[CH:55]=[CH:54][C:53]([CH3:56])=[CH:52][C:51]=1[S:57][CH:58](C)[CH2:59]O, predict the reaction product.